This data is from Forward reaction prediction with 1.9M reactions from USPTO patents (1976-2016). The task is: Predict the product of the given reaction. (1) Given the reactants C1(C[O:8][C:9]2[CH:33]=[CH:32][C:12]([CH2:13][CH:14]3[C:23]4[C:18](=[CH:19][C:20]([O:24][CH3:25])=[CH:21][CH:22]=4)[CH2:17][CH2:16][N:15]3[C:26]3[CH:31]=[CH:30][CH:29]=[CH:28][CH:27]=3)=[CH:11][CH:10]=2)C=CC=CC=1, predict the reaction product. The product is: [OH:8][C:9]1[CH:10]=[CH:11][C:12]([CH2:13][CH:14]2[C:23]3[C:18](=[CH:19][C:20]([O:24][CH3:25])=[CH:21][CH:22]=3)[CH2:17][CH2:16][N:15]2[C:26]2[CH:27]=[CH:28][CH:29]=[CH:30][CH:31]=2)=[CH:32][CH:33]=1. (2) Given the reactants O[CH2:2][C:3]1[CH:8]=[CH:7][C:6]([NH:9][C:10]([C:12]2[CH:17]=[CH:16][CH:15]=[CH:14][N:13]=2)=[O:11])=[CH:5][CH:4]=1.CCN(CC)CC.CS([Cl:29])(=O)=O, predict the reaction product. The product is: [Cl:29][CH2:2][C:3]1[CH:8]=[CH:7][C:6]([NH:9][C:10]([C:12]2[CH:17]=[CH:16][CH:15]=[CH:14][N:13]=2)=[O:11])=[CH:5][CH:4]=1. (3) Given the reactants [CH3:1][C:2]1([CH3:15])[C:6]2[CH:7]=[CH:8][C:9]([C:11]([O:13]C)=[O:12])=[CH:10][C:5]=2[O:4][CH2:3]1.[OH-].[Na+], predict the reaction product. The product is: [CH3:1][C:2]1([CH3:15])[C:6]2[CH:7]=[CH:8][C:9]([C:11]([OH:13])=[O:12])=[CH:10][C:5]=2[O:4][CH2:3]1. (4) Given the reactants [C:1](OC)(OC)(OC)[CH2:2][CH2:3][CH2:4][CH3:5].[CH2:12]([O:19][C:20]1[CH:29]=[C:28]2[C:23]([C:24]([NH:31][CH2:32][CH2:33][O:34][C:35]3[CH:40]=[CH:39][CH:38]=[CH:37][CH:36]=3)=[C:25]([NH2:30])[CH:26]=[N:27]2)=[CH:22][CH:21]=1)[C:13]1[CH:18]=[CH:17][CH:16]=[CH:15][CH:14]=1, predict the reaction product. The product is: [CH2:12]([O:19][C:20]1[CH:21]=[CH:22][C:23]2[C:24]3[N:31]([CH2:32][CH2:33][O:34][C:35]4[CH:40]=[CH:39][CH:38]=[CH:37][CH:36]=4)[C:1]([CH2:2][CH2:3][CH2:4][CH3:5])=[N:30][C:25]=3[CH:26]=[N:27][C:28]=2[CH:29]=1)[C:13]1[CH:14]=[CH:15][CH:16]=[CH:17][CH:18]=1. (5) Given the reactants [Cl:1][C:2]1[N:10]=[C:9]2[C:5]([N:6]=[CH:7][NH:8]2)=[C:4](Cl)[N:3]=1.[CH3:12][C@@H:13]1[CH2:18][O:17][CH2:16][CH2:15][NH:14]1.CCN(C(C)C)C(C)C, predict the reaction product. The product is: [Cl:1][C:2]1[N:10]=[C:9]2[C:5]([N:6]=[CH:7][NH:8]2)=[C:4]([N:14]2[CH2:15][CH2:16][O:17][CH2:18][C@H:13]2[CH3:12])[N:3]=1. (6) Given the reactants [C:1]([OH:5])([CH3:4])([CH3:3])[CH3:2].N1C=CC=CC=1.[C:12]([C:14]1[CH:15]=[C:16]([CH:20]=[CH:21][CH:22]=1)[C:17](Cl)=[O:18])#[N:13], predict the reaction product. The product is: [C:1]([O:5][C:17](=[O:18])[C:16]1[CH:20]=[CH:21][CH:22]=[C:14]([C:12]#[N:13])[CH:15]=1)([CH3:4])([CH3:3])[CH3:2]. (7) The product is: [C:40]([O-:42])(=[O:41])[CH3:39].[NH4+:9].[F:1][C:2]1[CH:7]=[CH:6][C:5]([C:8]2[C:39]([C:40]([NH:45][CH3:44])=[O:41])=[C:11]3[CH:12]=[C:13]([C:21]4[CH:26]=[CH:25][CH:24]=[C:23]([C:27](=[O:38])[NH:28][C:29]([C:32]5[CH:37]=[CH:36][CH:35]=[CH:34][CH:33]=5)([CH3:31])[CH3:30])[CH:22]=4)[C:14]([NH:16][S:17]([CH3:20])(=[O:18])=[O:19])=[CH:15][N:10]3[N:9]=2)=[CH:4][CH:3]=1. Given the reactants [F:1][C:2]1[CH:7]=[CH:6][C:5]([C:8]2[C:39]([C:40]([OH:42])=[O:41])=[C:11]3[CH:12]=[C:13]([C:21]4[CH:26]=[CH:25][CH:24]=[C:23]([C:27](=[O:38])[NH:28][C:29]([C:32]5[CH:37]=[CH:36][CH:35]=[CH:34][CH:33]=5)([CH3:31])[CH3:30])[CH:22]=4)[C:14]([NH:16][S:17]([CH3:20])(=[O:19])=[O:18])=[CH:15][N:10]3[N:9]=2)=[CH:4][CH:3]=1.Cl.[CH3:44][NH2:45], predict the reaction product.